This data is from Catalyst prediction with 721,799 reactions and 888 catalyst types from USPTO. The task is: Predict which catalyst facilitates the given reaction. (1) Reactant: [CH3:1][N:2]([CH2:13][C:14]1[N:18]([CH2:19][C@@H:20]2[CH2:25][CH2:24][CH2:23][N:22]([CH:26]([CH3:28])C)[CH2:21]2)[C:17]2[CH:29]=[CH:30][CH:31]=[CH:32][C:16]=2[N:15]=1)[C@H:3]1[C:12]2[N:11]=[CH:10][CH:9]=[CH:8][C:7]=2[CH2:6][CH2:5][CH2:4]1.CN(CC1N(C[C@H]2CCCN(C[C@H]3CCCN3)C2)C2C=CC=CC=2N=1)[C@@H:35]1[C:44]2[N:43]=[CH:42][CH:41]=[CH:40][C:39]=2CCC1. Product: [CH3:1][N:2]([CH2:13][C:14]1[N:18]([CH2:19][C@H:20]2[CH2:25][CH2:24][CH2:23][N:22]([CH2:26][C@H:28]3[CH2:40][CH2:41][CH2:42][N:43]3[CH:44]([CH3:35])[CH3:39])[CH2:21]2)[C:17]2[CH:29]=[CH:30][CH:31]=[CH:32][C:16]=2[N:15]=1)[C@@H:3]1[C:12]2[N:11]=[CH:10][CH:9]=[CH:8][C:7]=2[CH2:6][CH2:5][CH2:4]1. The catalyst class is: 21. (2) Reactant: [C:1]([O:5][C:6]([NH:8][C:9]1([C:14]([OH:16])=O)[CH2:13][CH2:12][CH2:11][CH2:10]1)=[O:7])([CH3:4])([CH3:3])[CH3:2].[CH2:17](N(CC)CC)C.CN(C(ON1N=N[C:34]2[CH:35]=[CH:36][CH:37]=[N:38][C:33]1=2)=[N+](C)C)C.F[P-](F)(F)(F)(F)F. Product: [CH3:17][C@@H:37]1[CH2:36][CH2:35][C@H:33]([CH3:34])[N:38]1[C:14]([C:9]1([NH:8][C:6](=[O:7])[O:5][C:1]([CH3:2])([CH3:3])[CH3:4])[CH2:10][CH2:11][CH2:12][CH2:13]1)=[O:16]. The catalyst class is: 3. (3) Reactant: [CH3:1][O:2][C:3]1[CH:8]=[CH:7][C:6]([C:9]2[S:10][C:11]3[CH2:12][C:13]4[C:19]([C:20]5[CH:25]=[CH:24][C:23]([O:26][CH3:27])=[CH:22][CH:21]=5)=[N:18][N:17](COCC[Si](C)(C)C)[C:14]=4[C:15]=3[CH:16]=2)=[CH:5][CH:4]=1.Cl. Product: [CH3:1][O:2][C:3]1[CH:4]=[CH:5][C:6]([C:9]2[S:10][C:11]3[CH2:12][C:13]4[C:19]([C:20]5[CH:21]=[CH:22][C:23]([O:26][CH3:27])=[CH:24][CH:25]=5)=[N:18][NH:17][C:14]=4[C:15]=3[CH:16]=2)=[CH:7][CH:8]=1. The catalyst class is: 5. (4) Reactant: [F:1][C@H:2]1[C@H:8]([OH:9])[CH2:7][CH2:6][N:5]([C:10]([O:12][C:13]([CH3:16])([CH3:15])[CH3:14])=[O:11])[CH2:4][CH2:3]1.[N+:17]([C:20]1[CH:25]=[CH:24][C:23]([S:26](Cl)(=[O:28])=[O:27])=[CH:22][CH:21]=1)([O-:19])=[O:18].CCN(CC)CC. Product: [F:1][C@H:2]1[C@H:8]([O:9][S:26]([C:23]2[CH:22]=[CH:21][C:20]([N+:17]([O-:19])=[O:18])=[CH:25][CH:24]=2)(=[O:27])=[O:28])[CH2:7][CH2:6][N:5]([C:10]([O:12][C:13]([CH3:16])([CH3:15])[CH3:14])=[O:11])[CH2:4][CH2:3]1. The catalyst class is: 2. (5) Reactant: Cl.[NH2:2][CH:3]1[CH2:8][CH2:7][N:6]([C:9]2[CH:10]=[C:11]([CH:15]3[N:19]([C:20]4[CH:25]=[CH:24][C:23]([F:26])=[CH:22][C:21]=4[F:27])[N:18]=[C:17]([C:28]([F:34])([F:33])[C:29]([F:32])([F:31])[F:30])[CH2:16]3)[CH:12]=[CH:13][CH:14]=2)[CH2:5][CH2:4]1.C(N(CC)CC)C.[CH3:42][S:43](Cl)(=[O:45])=[O:44]. Product: [F:27][C:21]1[CH:22]=[C:23]([F:26])[CH:24]=[CH:25][C:20]=1[N:19]1[CH:15]([C:11]2[CH:12]=[CH:13][CH:14]=[C:9]([N:6]3[CH2:7][CH2:8][CH:3]([NH:2][S:43]([CH3:42])(=[O:45])=[O:44])[CH2:4][CH2:5]3)[CH:10]=2)[CH2:16][C:17]([C:28]([F:34])([F:33])[C:29]([F:32])([F:31])[F:30])=[N:18]1. The catalyst class is: 4.